From a dataset of Reaction yield outcomes from USPTO patents with 853,638 reactions. Predict the reaction yield, written as a fraction of the theoretical maximum amount of product (1.0 means a 100% yield; for example, 0.34 means a 34% yield). The reactants are [NH2:1][C:2]1[C:11]([NH2:12])=[CH:10][C:9]([N:13]2[CH2:18][CH2:17][O:16][CH2:15][CH2:14]2)=[CH:8][C:3]=1[C:4]([O:6][CH3:7])=[O:5].N[C:20](N)=[O:21]. The catalyst is CN(C=O)C.C(Cl)Cl. The product is [N:13]1([C:9]2[CH:8]=[C:3]([C:4]([O:6][CH3:7])=[O:5])[C:2]3[NH:1][C:20](=[O:21])[NH:12][C:11]=3[CH:10]=2)[CH2:18][CH2:17][O:16][CH2:15][CH2:14]1. The yield is 0.620.